From a dataset of Full USPTO retrosynthesis dataset with 1.9M reactions from patents (1976-2016). Predict the reactants needed to synthesize the given product. (1) Given the product [CH3:23][C:13]1[S:14][C:15]([C:16]2[CH:17]=[C:18]([CH3:22])[CH:19]=[CH:20][CH:21]=2)=[C:11]([C:9]([N:8]2[CH2:7][C@H:6]3[C@H:4]([CH2:5]3)[C@H:3]2[CH2:2][NH:1][C:33]([C:32]2[N:27]3[C:28]([S:29][C:25]([CH3:24])=[CH:26]3)=[N:30][CH:31]=2)=[O:34])=[O:10])[N:12]=1, predict the reactants needed to synthesize it. The reactants are: [NH2:1][CH2:2][C@H:3]1[N:8]([C:9]([C:11]2[N:12]=[C:13]([CH3:23])[S:14][C:15]=2[C:16]2[CH:17]=[C:18]([CH3:22])[CH:19]=[CH:20][CH:21]=2)=[O:10])[CH2:7][C@H:6]2[C@@H:4]1[CH2:5]2.[CH3:24][C:25]1[S:29][C:28]2=[N:30][CH:31]=[C:32]([C:33](O)=[O:34])[N:27]2[CH:26]=1. (2) The reactants are: [C:1]1([CH:11]([NH:13][CH:14]2[CH2:19][CH2:18][CH2:17][CH:16](C3C=CC(C4(O)COC4)=CC=3)[CH2:15]2)[CH3:12])[C:10]2[C:5](=[CH:6][CH:7]=[CH:8][CH:9]=2)[CH:4]=[CH:3][CH:2]=1.C1([C@H](NC2CCCC([C:50]3[CH:55]=[CH:54][C:53]([C:56]4(O)[CH2:59][O:58][CH2:57]4)=[CH:52][CH:51]=3)C2)C)C2C(=CC=CC=2)C=CC=1.C(N(S(F)(F)[F:67])CC)C. Given the product [F:67][C:56]1([C:53]2[CH:54]=[CH:55][C:50]([CH:16]3[CH2:17][CH2:18][CH2:19][CH:14]([NH:13][C@@H:11]([C:1]4[C:10]5[C:5](=[CH:6][CH:7]=[CH:8][CH:9]=5)[CH:4]=[CH:3][CH:2]=4)[CH3:12])[CH2:15]3)=[CH:51][CH:52]=2)[CH2:59][O:58][CH2:57]1, predict the reactants needed to synthesize it. (3) Given the product [N:29]1[CH:30]=[CH:31][C:26]([N:12]2[C:11](=[O:15])[C:10]3[C:5](=[C:6]4[CH:19]=[CH:18][CH:17]=[CH:16][C:7]4=[CH:8][CH:9]=3)[C:4]3[C:13]2=[CH:14][CH:1]=[C:2]2[CH:23]=[CH:22][CH:21]=[CH:20][C:3]2=3)=[CH:27][CH:28]=1, predict the reactants needed to synthesize it. The reactants are: [CH:1]1[CH:14]=[C:13]2[C:4]([C:5]3[C:10]([C:11](=[O:15])[NH:12]2)=[CH:9][CH:8]=[C:7]2[CH:16]=[CH:17][CH:18]=[CH:19][C:6]=32)=[C:3]2[CH:20]=[CH:21][CH:22]=[CH:23][C:2]=12.Cl.Br[C:26]1[CH:31]=[CH:30][N:29]=[CH:28][CH:27]=1.C([O-])([O-])=O.[Cs+].[Cs+].CNCCNC.[Cl-].[NH4+].